Predict the reactants needed to synthesize the given product. From a dataset of Full USPTO retrosynthesis dataset with 1.9M reactions from patents (1976-2016). (1) Given the product [F:12][C:4]1[CH:3]=[C:2]([B:16]2[O:20][C:19]([CH3:22])([CH3:21])[C:18]([CH3:24])([CH3:23])[O:17]2)[CH:7]=[CH:6][C:5]=1[S:8]([CH3:11])(=[O:10])=[O:9], predict the reactants needed to synthesize it. The reactants are: Br[C:2]1[CH:7]=[CH:6][C:5]([S:8]([CH3:11])(=[O:10])=[O:9])=[C:4]([F:12])[CH:3]=1.ClCCl.[B:16]1([B:16]2[O:20][C:19]([CH3:22])([CH3:21])[C:18]([CH3:24])([CH3:23])[O:17]2)[O:20][C:19]([CH3:22])([CH3:21])[C:18]([CH3:24])([CH3:23])[O:17]1.C([O-])(=O)C.[K+]. (2) Given the product [C:13]([C:15]1[CH:20]=[CH:19][CH:18]=[CH:17][C:16]=1[S:21]([NH:1][C:2]1[S:3][CH:4]=[C:5]([CH2:7][C:8]([O:10][CH2:11][CH3:12])=[O:9])[N:6]=1)(=[O:23])=[O:22])#[N:14], predict the reactants needed to synthesize it. The reactants are: [NH2:1][C:2]1[S:3][CH:4]=[C:5]([CH2:7][C:8]([O:10][CH2:11][CH3:12])=[O:9])[N:6]=1.[C:13]([C:15]1[CH:20]=[CH:19][CH:18]=[CH:17][C:16]=1[S:21](Cl)(=[O:23])=[O:22])#[N:14]. (3) Given the product [F:1][C:2]1[C:15]([NH:16][CH2:17][C:18]2[CH:23]=[C:22]([C:24]3[CH:29]=[CH:28][CH:27]=[C:26]([F:30])[CH:25]=3)[CH:21]=[CH:20][C:19]=2[F:31])=[C:14]([F:32])[CH:13]=[CH:12][C:3]=1[O:4][CH2:5][C:6]([NH:36][CH2:34][CH3:35])=[O:7], predict the reactants needed to synthesize it. The reactants are: [F:1][C:2]1[C:15]([NH:16][CH2:17][C:18]2[CH:23]=[C:22]([C:24]3[CH:29]=[CH:28][CH:27]=[C:26]([F:30])[CH:25]=3)[CH:21]=[CH:20][C:19]=2[F:31])=[C:14]([F:32])[CH:13]=[CH:12][C:3]=1[O:4][CH2:5][C:6](OC(C)C)=[O:7].O.[CH2:34]([NH2:36])[CH3:35]. (4) Given the product [CH:35]([C:34]1[CH:33]=[C:32]2[C:27]([C:28](=[O:40])[CH2:29][C:30]([CH3:39])([CH3:38])[O:31]2)=[C:26]([C:41]2[CH:46]=[CH:45][CH:44]=[CH:43][CH:42]=2)[C:25]=1[C:24](=[O:23])[C:47]1[CH:48]=[CH:49][C:50]([O:53][C:54]([F:55])([F:56])[F:57])=[CH:51][CH:52]=1)([CH3:37])[CH3:36], predict the reactants needed to synthesize it. The reactants are: CC(OI1(OC(C)=O)(OC(C)=O)OC(=O)C2C1=CC=CC=2)=O.[OH:23][CH:24]([C:47]1[CH:52]=[CH:51][C:50]([O:53][C:54]([F:57])([F:56])[F:55])=[CH:49][CH:48]=1)[C:25]1[C:26]([C:41]2[CH:46]=[CH:45][CH:44]=[CH:43][CH:42]=2)=[C:27]2[C:32](=[CH:33][C:34]=1[CH:35]([CH3:37])[CH3:36])[O:31][C:30]([CH3:39])([CH3:38])[CH2:29][C:28]2=[O:40]. (5) Given the product [CH3:47][O:46][C:43]1[CH:44]=[CH:45][C:40]([CH2:39][N:8]([CH2:7][C:6]2[CH:48]=[CH:49][C:3]([O:2][CH3:1])=[CH:4][CH:5]=2)[C:9]2[N:10]=[CH:11][C:12]([C:15]3[C:16]4[CH2:29][CH2:28][N:27]([C:30]5[CH:31]=[C:32]([C:33]([N:103]6[CH2:104][CH2:105][N:100]([CH3:99])[CH2:101][CH2:102]6)=[O:34])[CH:36]=[CH:37][CH:38]=5)[C:17]=4[N:18]=[C:19]([N:21]4[CH2:22][CH2:23][O:24][CH2:25][CH2:26]4)[N:20]=3)=[CH:13][N:14]=2)=[CH:41][CH:42]=1, predict the reactants needed to synthesize it. The reactants are: [CH3:1][O:2][C:3]1[CH:49]=[CH:48][C:6]([CH2:7][N:8]([CH2:39][C:40]2[CH:45]=[CH:44][C:43]([O:46][CH3:47])=[CH:42][CH:41]=2)[C:9]2[N:14]=[CH:13][C:12]([C:15]3[C:16]4[CH2:29][CH2:28][N:27]([C:30]5[CH:31]=[C:32]([CH:36]=[CH:37][CH:38]=5)[C:33](O)=[O:34])[C:17]=4[N:18]=[C:19]([N:21]4[CH2:26][CH2:25][O:24][CH2:23][CH2:22]4)[N:20]=3)=[CH:11][N:10]=2)=[CH:5][CH:4]=1.COC1C=CC(CN(CC2C=CC(OC)=CC=2)C2N=CC(C3C4CCN(C5C=CC(C(O)=O)=CC=5)C=4N=C(N4CCOCC4)N=3)=CN=2)=CC=1.[CH3:99][N:100]1[CH2:105][CH2:104][NH:103][CH2:102][CH2:101]1. (6) The reactants are: Br[C:2]1[CH:3]=[C:4]([S:8]([NH:11][C:12]2[CH:21]=[CH:20][C:15]([C:16]([O:18][CH3:19])=[O:17])=[C:14]([OH:22])[CH:13]=2)(=[O:10])=[O:9])[S:5][C:6]=1[Cl:7].CC1(C)C(C)(C)OB([C:31]2[CH:36]=[CH:35][CH:34]=[CH:33][C:32]=2[OH:37])O1.CCN(C(C)C)C(C)C.C(Cl)Cl. Given the product [Cl:7][C:6]1[S:5][C:4]([S:8]([NH:11][C:12]2[CH:21]=[CH:20][C:15]([C:16]([O:18][CH3:19])=[O:17])=[C:14]([OH:22])[CH:13]=2)(=[O:10])=[O:9])=[CH:3][C:2]=1[C:31]1[CH:36]=[CH:35][CH:34]=[CH:33][C:32]=1[OH:37], predict the reactants needed to synthesize it. (7) Given the product [NH2:26][C:29]1[CH:30]=[CH:31][C:32]([C:35]2[CH:43]=[C:42]3[C:38]([CH2:39][N:40]([CH:45]4[CH2:50][CH2:49][CH2:48][CH:47]([C:51]([O:53][CH3:54])=[O:52])[CH2:46]4)[C:41]3=[O:44])=[CH:37][CH:36]=2)=[CH:33][CH:34]=1, predict the reactants needed to synthesize it. The reactants are: NC1C=CC(C2C=C3C(CN([C@@H](C(C)C)C(OC)=O)C3=O)=CC=2)=CC=1.[N+:26]([C:29]1[CH:34]=[CH:33][C:32]([C:35]2[CH:43]=[C:42]3[C:38]([CH2:39][N:40]([CH:45]4[CH2:50][CH2:49][CH2:48][CH:47]([C:51]([O:53][CH3:54])=[O:52])[CH2:46]4)[C:41]3=[O:44])=[CH:37][CH:36]=2)=[CH:31][CH:30]=1)([O-])=O.